From a dataset of CYP1A2 inhibition data for predicting drug metabolism from PubChem BioAssay. Regression/Classification. Given a drug SMILES string, predict its absorption, distribution, metabolism, or excretion properties. Task type varies by dataset: regression for continuous measurements (e.g., permeability, clearance, half-life) or binary classification for categorical outcomes (e.g., BBB penetration, CYP inhibition). Dataset: cyp1a2_veith. The molecule is CCc1n[nH]c(=S)n1/N=C/c1ccc2c(c1)OCO2. The result is 1 (inhibitor).